Dataset: TCR-epitope binding with 47,182 pairs between 192 epitopes and 23,139 TCRs. Task: Binary Classification. Given a T-cell receptor sequence (or CDR3 region) and an epitope sequence, predict whether binding occurs between them. (1) The epitope is VLWAHGFEL. The TCR CDR3 sequence is CASSYSGNGNTIYF. Result: 0 (the TCR does not bind to the epitope). (2) The epitope is GTITVEELK. The TCR CDR3 sequence is CASGMTGLTSEQYF. Result: 0 (the TCR does not bind to the epitope). (3) The epitope is AVFDRKSDAK. The TCR CDR3 sequence is CASSLKPAWDRTSYEQYF. Result: 0 (the TCR does not bind to the epitope). (4) The epitope is TPGPGVRYPL. The TCR CDR3 sequence is CANQDRTSGELFF. Result: 0 (the TCR does not bind to the epitope). (5) The epitope is IPRRNVATL. The TCR CDR3 sequence is CASRQDFTYNEQFF. Result: 0 (the TCR does not bind to the epitope). (6) The epitope is IYSKHTPINL. The TCR CDR3 sequence is CSVYREIPEAFF. Result: 0 (the TCR does not bind to the epitope). (7) The epitope is KLGGALQAK. The TCR CDR3 sequence is CASSYSGTGRKTEAFF. Result: 0 (the TCR does not bind to the epitope).